Dataset: Forward reaction prediction with 1.9M reactions from USPTO patents (1976-2016). Task: Predict the product of the given reaction. Given the reactants [OH:1][CH:2]1[CH2:6][N:5]([C:7]2[C:11]([NH:12][C:13]([C:15]3[N:16]=[C:17]([C:20]4[CH:25]=[CH:24][N:23]=[C:22]([N:26]([CH2:34][C:35]([F:38])([F:37])[F:36])[C:27](=[O:33])[O:28][C:29]([CH3:32])([CH3:31])[CH3:30])[CH:21]=4)[O:18][CH:19]=3)=[O:14])=[CH:10][N:9]([CH3:39])[N:8]=2)[C:4](=[O:40])[C:3]1([CH3:42])[CH3:41].C(N(CC)CC)C.[CH3:50][S:51](Cl)(=[O:53])=[O:52], predict the reaction product. The product is: [CH3:50][S:51]([O:1][CH:2]1[C:3]([CH3:42])([CH3:41])[C:4](=[O:40])[N:5]([C:7]2[C:11]([NH:12][C:13]([C:15]3[N:16]=[C:17]([C:20]4[CH:25]=[CH:24][N:23]=[C:22]([N:26]([C:27]([O:28][C:29]([CH3:32])([CH3:31])[CH3:30])=[O:33])[CH2:34][C:35]([F:36])([F:38])[F:37])[CH:21]=4)[O:18][CH:19]=3)=[O:14])=[CH:10][N:9]([CH3:39])[N:8]=2)[CH2:6]1)(=[O:53])=[O:52].